From a dataset of Full USPTO retrosynthesis dataset with 1.9M reactions from patents (1976-2016). Predict the reactants needed to synthesize the given product. (1) Given the product [Cl:1][C:2]1[CH:21]=[C:20]([CH:19]=[CH:18][C:3]=1[O:4][C:5]1[CH:17]=[CH:16][CH:15]=[C:7]([CH2:8][N:9]2[CH:13]=[CH:12][N:11]=[C:10]2[CH3:14])[CH:6]=1)[NH2:22], predict the reactants needed to synthesize it. The reactants are: [Cl:1][C:2]1[CH:21]=[C:20]([N+:22]([O-])=O)[CH:19]=[CH:18][C:3]=1[O:4][C:5]1[CH:6]=[C:7]([CH:15]=[CH:16][CH:17]=1)[CH2:8][N:9]1[CH:13]=[CH:12][N:11]=[C:10]1[CH3:14]. (2) Given the product [OH:96][C:90]([C:92]([F:95])([F:94])[F:93])=[O:91].[CH3:70][N:71]1[C@H:75]([C:76]([OH:78])=[O:77])[CH2:74][N:73]([C:83]2[N:84]=[CH:85][CH:86]=[CH:87][N:88]=2)[C:72]1=[O:89], predict the reactants needed to synthesize it. The reactants are: CN1C(C(OC(C)(C)C)=O)CNC1=O.BrC1N=CC=CN=1.C(=O)([O-])[O-].[Cs+].[Cs+].CC1(C)C2C(=C(P(C3C=CC=CC=3)C3C=CC=CC=3)C=CC=2)OC2C(P(C3C=CC=CC=3)C3C=CC=CC=3)=CC=CC1=2.[CH3:70][N:71]1[CH:75]([C:76]([O:78]C(C)(C)C)=[O:77])[CH2:74][N:73]([C:83]2[N:88]=[CH:87][CH:86]=[CH:85][N:84]=2)[C:72]1=[O:89].[C:90]([OH:96])([C:92]([F:95])([F:94])[F:93])=[O:91].C(Cl)Cl. (3) Given the product [C:34]([O:38][C:39]([N:41]1[CH2:42][CH2:43][CH:44]([CH2:47][CH2:48][N:49]2[CH2:54][CH2:53][N:52]([C:55]3[CH:60]=[CH:59][C:58]([C:61]4[O:63][N:32]=[C:28]([CH:25]([CH3:26])[CH3:24])[N:29]=4)=[CH:57][CH:56]=3)[CH2:51][CH2:50]2)[CH2:45][CH2:46]1)=[O:40])([CH3:37])([CH3:35])[CH3:36], predict the reactants needed to synthesize it. The reactants are: C(OC(N1CCC(CCN2CCN(C3C=[CH:26][C:25]([C:28]4[N:32]=C(C)O[N:29]=4)=[CH:24]C=3)CC2)CC1)=O)(C)(C)C.[C:34]([O:38][C:39]([N:41]1[CH2:46][CH2:45][CH:44]([CH2:47][CH2:48][N:49]2[CH2:54][CH2:53][N:52]([C:55]3[CH:60]=[CH:59][C:58]([C:61]([OH:63])=O)=[CH:57][CH:56]=3)[CH2:51][CH2:50]2)[CH2:43][CH2:42]1)=[O:40])([CH3:37])([CH3:36])[CH3:35].ONC(=N)C(C)C.